Dataset: Full USPTO retrosynthesis dataset with 1.9M reactions from patents (1976-2016). Task: Predict the reactants needed to synthesize the given product. (1) Given the product [C:1]([O:5][C:6](=[O:33])[NH:7][CH2:8][CH2:9][CH2:10][N:11]([CH:12]([C:15]1[N:16]([CH2:26][C:27]2[CH:32]=[CH:31][CH:30]=[CH:29][CH:28]=2)[C:17](=[O:25])[C:18]2[C:23]([CH3:24])=[N:22][S:21][C:19]=2[N:20]=1)[CH2:13][CH3:14])[C:39](=[O:40])[C:38]1[CH:42]=[CH:43][C:35]([Cl:34])=[CH:36][CH:37]=1)([CH3:2])([CH3:3])[CH3:4], predict the reactants needed to synthesize it. The reactants are: [C:1]([O:5][C:6](=[O:33])[NH:7][CH2:8][CH2:9][CH2:10][NH:11][CH:12]([C:15]1[N:16]([CH2:26][C:27]2[CH:32]=[CH:31][CH:30]=[CH:29][CH:28]=2)[C:17](=[O:25])[C:18]2[C:23]([CH3:24])=[N:22][S:21][C:19]=2[N:20]=1)[CH2:13][CH3:14])([CH3:4])([CH3:3])[CH3:2].[Cl:34][C:35]1[CH:43]=[CH:42][C:38]([C:39](Cl)=[O:40])=[CH:37][CH:36]=1.CCN(CC)CC. (2) Given the product [OH:22][C@@H:23]1[C:31]2[CH:30]=[CH:29][CH:28]=[C:27]([C:32]#[N:33])[C:26]=2[CH2:25][CH2:24]1, predict the reactants needed to synthesize it. The reactants are: B1(C)OC(C2C=CC=CC=2)(C2C=CC=CC=2)[C@@H]2N1CCC2.[O:22]=[C:23]1[C:31]2[CH:30]=[CH:29][CH:28]=[C:27]([C:32]#[N:33])[C:26]=2[CH2:25][CH2:24]1. (3) Given the product [C:17]([NH:30][NH2:31])(=[O:18])[C:16]1[C:11](=[CH:12][CH:13]=[CH:14][CH:15]=1)[C:10]([OH:19])=[O:37], predict the reactants needed to synthesize it. The reactants are: ClC1C(C(C2C=C3C(C=CC=N3)=CC=2)N2[C:17](=[O:18])[C:16]3[C:11](=[CH:12][CH:13]=[CH:14][CH:15]=3)[C:10]2=[O:19])=NC=CN=1.[NH2:30][NH2:31].C(Cl)Cl.CC[OH:37].